Dataset: Catalyst prediction with 721,799 reactions and 888 catalyst types from USPTO. Task: Predict which catalyst facilitates the given reaction. (1) Reactant: [CH3:1][O:2][C:3](=[O:21])[C:4]1[CH:9]=[CH:8][CH:7]=[CH:6][C:5]=1[NH:10][S:11]([C:14]1[CH:19]=[CH:18][C:17]([CH3:20])=[CH:16][CH:15]=1)(=[O:13])=[O:12].C(=O)([O-])[O-].[K+].[K+].Br[CH2:29][CH2:30][CH2:31][C:32]([O:34][CH2:35][CH3:36])=[O:33]. Product: [CH3:1][O:2][C:3](=[O:21])[C:4]1[CH:9]=[CH:8][CH:7]=[CH:6][C:5]=1[N:10]([CH2:29][CH2:30][CH2:31][C:32]([O:34][CH2:35][CH3:36])=[O:33])[S:11]([C:14]1[CH:15]=[CH:16][C:17]([CH3:20])=[CH:18][CH:19]=1)(=[O:13])=[O:12]. The catalyst class is: 3. (2) Reactant: [CH3:1][C:2]([O:9][CH:10]1[CH2:15][CH2:14][CH2:13][CH2:12][O:11]1)([CH3:8])[C:3]([O:5]CC)=[O:4].[OH-].[Li+]. Product: [CH3:8][C:2]([O:9][CH:10]1[CH2:15][CH2:14][CH2:13][CH2:12][O:11]1)([CH3:1])[C:3]([OH:5])=[O:4]. The catalyst class is: 193. (3) Reactant: [O:1]=[C:2]1[CH2:11][CH:10]([C:12]2[CH:13]=[C:14]([CH:17]=[CH:18][CH:19]=2)[C:15]#[N:16])[C:9]2[C:4](=[C:5]3[CH:23]=[CH:22][CH:21]=[CH:20][C:6]3=[CH:7][CH:8]=2)[NH:3]1.[N-:24]=[N+:25]=[N-:26].[Na+].[Cl-].[NH4+]. Product: [NH:24]1[C:15]([C:14]2[CH:13]=[C:12]([CH:10]3[C:9]4[C:4](=[C:5]5[CH:23]=[CH:22][CH:21]=[CH:20][C:6]5=[CH:7][CH:8]=4)[NH:3][C:2](=[O:1])[CH2:11]3)[CH:19]=[CH:18][CH:17]=2)=[N:16][N:26]=[N:25]1. The catalyst class is: 9. (4) Reactant: [S:1]1[C:5]([CH2:6][CH:7]=[O:8])=[CH:4][C:3]2[CH:9]=[CH:10][CH:11]=[CH:12][C:2]1=2.[C:13]([Mg]Br)#[CH:14]. Product: [S:1]1[C:5]([CH2:6][CH:7]([OH:8])[C:13]#[CH:14])=[CH:4][C:3]2[CH:9]=[CH:10][CH:11]=[CH:12][C:2]1=2. The catalyst class is: 1. (5) Reactant: [H-].[Na+].[NH:3]1[C:7]2=[N:8][C:9]([C:12]([O:14][CH2:15][CH3:16])=[O:13])=[CH:10][CH:11]=[C:6]2[CH:5]=[C:4]1[C:17]([O:19][CH2:20][CH3:21])=[O:18].[CH3:22][C@@H:23]1OS(=O)(=O)[N:25]([C:30]([O:32][C:33]([CH3:36])([CH3:35])[CH3:34])=[O:31])[CH2:24]1. Product: [C:33]([O:32][C:30]([NH:25][CH2:24][C@@H:23]([N:3]1[C:7]2=[N:8][C:9]([C:12]([O:14][CH2:15][CH3:16])=[O:13])=[CH:10][CH:11]=[C:6]2[CH:5]=[C:4]1[C:17]([O:19][CH2:20][CH3:21])=[O:18])[CH3:22])=[O:31])([CH3:36])([CH3:35])[CH3:34]. The catalyst class is: 3.